From a dataset of Reaction yield outcomes from USPTO patents with 853,638 reactions. Predict the reaction yield, written as a fraction of the theoretical maximum amount of product (1.0 means a 100% yield; for example, 0.34 means a 34% yield). (1) The reactants are C([O-])([O-])=O.[Na+].[Na+].[N+](C1C=CC(C([O:16][C@H:17]2[C:21]3[N:22]=[CH:23][N:24]=[C:25](Cl)[C:20]=3[C@H:19]([CH3:27])[CH2:18]2)=O)=CC=1)([O-])=O.B1([C:39]2[CH2:44][CH2:43][N:42]([C:45]([O:47][C:48]([CH3:51])([CH3:50])[CH3:49])=[O:46])[CH2:41][CH:40]=2)OC(C)(C)C(C)(C)O1.[Li+].[OH-]. The catalyst is O1CCOCC1.C1C=CC(P(C2C=CC=CC=2)[C-]2C=CC=C2)=CC=1.C1C=CC(P(C2C=CC=CC=2)[C-]2C=CC=C2)=CC=1.Cl[Pd]Cl.[Fe+2].O. The product is [OH:16][C@H:17]1[C:21]2[N:22]=[CH:23][N:24]=[C:25]([C:39]3[CH2:44][CH2:43][N:42]([C:45]([O:47][C:48]([CH3:51])([CH3:50])[CH3:49])=[O:46])[CH2:41][CH:40]=3)[C:20]=2[C@H:19]([CH3:27])[CH2:18]1. The yield is 0.670. (2) The reactants are Cl[C:2]1[CH:7]=[CH:6][C:5]([N:8]2[C:13](=[O:14])[C:12]([C:15]#[N:16])=[C:11]([CH3:17])[C:10]([C:18]([O:20][CH2:21][CH3:22])=[O:19])=[N:9]2)=[CH:4][CH:3]=1.[N+:23](C1C=CC(NN=C(C(=O)C)C(OCC)=O)=CC=1)([O-:25])=[O:24]. No catalyst specified. The product is [N+:23]([C:2]1[CH:7]=[CH:6][C:5]([N:8]2[C:13](=[O:14])[C:12]([C:15]#[N:16])=[C:11]([CH3:17])[C:10]([C:18]([O:20][CH2:21][CH3:22])=[O:19])=[N:9]2)=[CH:4][CH:3]=1)([O-:25])=[O:24]. The yield is 0.530. (3) The reactants are [F:1][C:2]1[CH:7]=[CH:6][CH:5]=[C:4]([F:8])[C:3]=1[C:9]1[S:10][CH:11]=[C:12]([C:14]([NH:16][C:17]2[C:18]([N:26]3[CH2:31][CH2:30][CH2:29][C@H:28]([NH:32]C(=O)OC(C)(C)C)[CH2:27]3)=[C:19]3[CH2:25][CH2:24][CH2:23][C:20]3=[N:21][CH:22]=2)=[O:15])[N:13]=1.C(O)(C(F)(F)F)=O. The catalyst is C(Cl)Cl.CO.[NH4+].[OH-]. The product is [NH2:32][C@H:28]1[CH2:29][CH2:30][CH2:31][N:26]([C:18]2[C:17]([NH:16][C:14]([C:12]3[N:13]=[C:9]([C:3]4[C:4]([F:8])=[CH:5][CH:6]=[CH:7][C:2]=4[F:1])[S:10][CH:11]=3)=[O:15])=[CH:22][N:21]=[C:20]3[CH2:23][CH2:24][CH2:25][C:19]=23)[CH2:27]1. The yield is 0.580. (4) The reactants are [CH3:1][C:2]([C:4]1[CH:9]=[CH:8][CH:7]=[C:6]([NH:10][C:11]([CH3:13])=[O:12])[CH:5]=1)=[O:3].CO[CH:16](OC)[N:17]([CH3:19])[CH3:18]. No catalyst specified. The product is [CH3:16][N:17]([CH3:19])[CH:18]=[CH:1][C:2]([C:4]1[CH:5]=[C:6]([NH:10][C:11](=[O:12])[CH3:13])[CH:7]=[CH:8][CH:9]=1)=[O:3]. The yield is 0.950. (5) The reactants are [NH:1]1[C:9]2[C:4](=[CH:5][CH:6]=[CH:7][N:8]=2)[CH:3]=[CH:2]1.[CH3:10][N+:11]([CH3:13])=[CH2:12].[I-:14]. The catalyst is C(O)(=O)C. The product is [IH:14].[CH3:10][N:11]([CH2:13][C:3]1[C:4]2[C:9](=[N:8][CH:7]=[CH:6][CH:5]=2)[NH:1][CH:2]=1)[CH3:12]. The yield is 1.00. (6) The reactants are S(=O)(=O)(O)O.[O-]S([O-])(=O)=O.[Mg+2].Cl[S:13]([C:16]1[CH:17]=[C:18]([CH:22]=[CH:23][CH:24]=1)[C:19]([OH:21])=[O:20])(=[O:15])=[O:14].[CH3:25][C:26](O)([CH3:28])[CH3:27].[NH3:30]. The catalyst is C(Cl)Cl.CO. The product is [C:26]([O:21][C:19](=[O:20])[C:18]1[CH:22]=[CH:23][CH:24]=[C:16]([S:13](=[O:15])(=[O:14])[NH2:30])[CH:17]=1)([CH3:28])([CH3:27])[CH3:25]. The yield is 0.429. (7) The reactants are [CH3:1][O:2][C:3]1[CH:4]=[C:5]([C:11]2[C:19]3[C:14](=[N:15][CH:16]=[CH:17][CH:18]=3)[NH:13][CH:12]=2)[CH:6]=[CH:7][C:8]=1[O:9][CH3:10].[OH-].[K+].[N:22]1[C:31]2[C:26](=[CH:27][CH:28]=[CH:29][C:30]=2[S:32](Cl)(=[O:34])=[O:33])[CH:25]=[CH:24][CH:23]=1. The catalyst is C(Cl)Cl.S([O-])(O)(=O)=O.C([N+](CCCC)(CCCC)CCCC)CCC. The product is [CH3:1][O:2][C:3]1[CH:4]=[C:5]([C:11]2[C:19]3[C:14](=[N:15][CH:16]=[CH:17][CH:18]=3)[N:13]([S:32]([C:30]3[CH:29]=[CH:28][CH:27]=[C:26]4[C:31]=3[N:22]=[CH:23][CH:24]=[CH:25]4)(=[O:33])=[O:34])[CH:12]=2)[CH:6]=[CH:7][C:8]=1[O:9][CH3:10]. The yield is 0.160. (8) The yield is 0.540. The catalyst is CN(C=O)C. The reactants are [CH:1]([C:4]1[S:8][C:7]([C:9]2[CH:14]=[N:13][CH:12]=[CH:11][N:10]=2)=[N:6][C:5]=1[OH:15])([CH3:3])[CH3:2].[H-].[Na+].C1C=CC(N([S:25]([C:28]([F:31])([F:30])[F:29])(=[O:27])=[O:26])[S:25]([C:28]([F:31])([F:30])[F:29])(=[O:27])=[O:26])=CC=1.O. The product is [CH:1]([C:4]1[S:8][C:7]([C:9]2[CH:14]=[N:13][CH:12]=[CH:11][N:10]=2)=[N:6][C:5]=1[O:15][S:25]([C:28]([F:31])([F:30])[F:29])(=[O:27])=[O:26])([CH3:3])[CH3:2].